From a dataset of Full USPTO retrosynthesis dataset with 1.9M reactions from patents (1976-2016). Predict the reactants needed to synthesize the given product. (1) Given the product [N+:1]([C:4]1[CH:5]=[C:6]([CH:10]=[CH:11][C:12]=1[N+:13]([O-:15])=[O:14])[C:7]([NH:34][CH2:33][CH:29]1[CH2:30][CH2:31][CH2:32][O:28]1)=[O:9])([O-:3])=[O:2], predict the reactants needed to synthesize it. The reactants are: [N+:1]([C:4]1[CH:5]=[C:6]([CH:10]=[CH:11][C:12]=1[N+:13]([O-:15])=[O:14])[C:7]([OH:9])=O)([O-:3])=[O:2].P(Cl)(Cl)(Cl)(Cl)Cl.CCCCCC.[O:28]1[CH2:32][CH2:31][CH2:30][CH:29]1[CH2:33][NH2:34]. (2) Given the product [Cl:1][C:2]1[CH:6]=[CH:5][S:4][C:3]=1[C:7]1[O:18][C:11]([C:12]2[CH:13]=[N:14][CH:15]=[CH:16][CH:17]=2)=[N:10][N:9]=1, predict the reactants needed to synthesize it. The reactants are: [Cl:1][C:2]1[CH:6]=[CH:5][S:4][C:3]=1[C:7]([NH:9][NH:10][C:11](=[O:18])[C:12]1[CH:17]=[CH:16][CH:15]=[N:14][CH:13]=1)=O.Cl.C(Cl)(=O)C1C=CC=NC=1. (3) Given the product [F:1][C:2]1[C:15]2[NH:14][CH2:13][C:12]3[C:8]4=[C:9]([C:16](=[O:20])[N:17]([CH3:19])[CH:18]=[C:7]4[C:6]=2[CH:5]=[C:4]([F:21])[CH:3]=1)[N:10]([C:27]([O:26][C:22]([CH3:25])([CH3:24])[CH3:23])=[O:28])[CH:11]=3, predict the reactants needed to synthesize it. The reactants are: [F:1][C:2]1[C:15]2[NH:14][CH2:13][C:12]3[C:8]4=[C:9]([C:16](=[O:20])[N:17]([CH3:19])[CH:18]=[C:7]4[C:6]=2[CH:5]=[C:4]([F:21])[CH:3]=1)[NH:10][CH:11]=3.[C:22]([O:26][C:27](O[C:27]([O:26][C:22]([CH3:25])([CH3:24])[CH3:23])=[O:28])=[O:28])([CH3:25])([CH3:24])[CH3:23].C(N(C(C)C)C(C)C)C. (4) Given the product [CH:2]([C:4]1[N:9]=[CH:8][C:7]2[O:10][C:11]3[C:16]([C@@:17]4([CH2:22][CH2:21][O:20][C:19]([NH2:23])=[N:18]4)[C:6]=2[CH:5]=1)=[CH:15][C:14]([NH2:24])=[CH:13][CH:12]=3)([CH3:3])[CH3:1], predict the reactants needed to synthesize it. The reactants are: [CH2:1]=[C:2]([C:4]1[N:9]=[CH:8][C:7]2[O:10][C:11]3[C:16]([C@@:17]4([CH2:22][CH2:21][O:20][C:19]([NH2:23])=[N:18]4)[C:6]=2[CH:5]=1)=[CH:15][C:14]([NH2:24])=[CH:13][CH:12]=3)[CH3:3]. (5) Given the product [F:2][C:3]1([F:27])[O:7][C:6]2[CH:8]=[CH:9][C:10]([N:12]3[CH:16]=[C:15]([CH3:17])[S:14]/[C:13]/3=[N:18]\[C:19]([NH:21][CH:25]([CH3:28])[CH3:24])=[O:20])=[CH:11][C:5]=2[O:4]1, predict the reactants needed to synthesize it. The reactants are: [I-].[F:2][C:3]1([F:27])[O:7][C:6]2[CH:8]=[CH:9][C:10]([N:12]3[CH:16]=[C:15]([CH3:17])[S:14]/[C:13]/3=[N:18]\[C:19]([N:21]3[CH:25]=[CH:24][N+](C)=C3)=[O:20])=[CH:11][C:5]=2[O:4]1.[CH:28](N(C(C)C)CC)(C)C.CC(N)C. (6) Given the product [CH3:1][N:2]([C:10]1[CH:11]=[CH:12][C:13]([NH2:16])=[CH:14][CH:15]=1)[C:3](=[O:9])[O:4][C:5]([CH3:8])([CH3:6])[CH3:7], predict the reactants needed to synthesize it. The reactants are: [CH3:1][N:2]([C:10]1[CH:15]=[CH:14][C:13]([N+:16]([O-])=O)=[CH:12][CH:11]=1)[C:3](=[O:9])[O:4][C:5]([CH3:8])([CH3:7])[CH3:6].[H][H].